From a dataset of Reaction yield outcomes from USPTO patents with 853,638 reactions. Predict the reaction yield, written as a fraction of the theoretical maximum amount of product (1.0 means a 100% yield; for example, 0.34 means a 34% yield). (1) The reactants are [Br:1][C:2]1[CH:11]=[CH:10][C:9]2[C:4](=[CH:5][CH:6]=[C:7]([O:12][C@H:13]3[CH2:18][CH2:17][C@H:16]([C:19]([CH3:22])([CH3:21])[CH3:20])[CH2:15][CH2:14]3)[CH:8]=2)[CH:3]=1.[I:23]N1C(=O)CCC1=O. The catalyst is C(Cl)Cl.[Cl-].[Cl-].[Cl-].[Cl-].[Zr+4]. The product is [Br:1][C:2]1[CH:3]=[C:4]2[C:9](=[CH:10][CH:11]=1)[C:8]([I:23])=[C:7]([O:12][C@H:13]1[CH2:18][CH2:17][C@H:16]([C:19]([CH3:22])([CH3:21])[CH3:20])[CH2:15][CH2:14]1)[CH:6]=[CH:5]2. The yield is 0.926. (2) The reactants are [NH2:1][C:2]1[CH:7]=[C:6]([F:8])[CH:5]=[CH:4][C:3]=1[S:9][CH2:10][C:11]1[CH:12]=[C:13]([CH:18]=[CH:19][CH:20]=1)[C:14]([O:16][CH3:17])=[O:15].[O:21]1[C:25]2[CH:26]=[CH:27][CH:28]=[CH:29][C:24]=2[CH:23]=[C:22]1[S:30](Cl)(=[O:32])=[O:31]. The catalyst is N1C=CC=CC=1. The product is [O:21]1[C:25]2[CH:26]=[CH:27][CH:28]=[CH:29][C:24]=2[CH:23]=[C:22]1[S:30]([NH:1][C:2]1[CH:7]=[C:6]([F:8])[CH:5]=[CH:4][C:3]=1[S:9][CH2:10][C:11]1[CH:12]=[C:13]([CH:18]=[CH:19][CH:20]=1)[C:14]([O:16][CH3:17])=[O:15])(=[O:32])=[O:31]. The yield is 0.500.